Dataset: Forward reaction prediction with 1.9M reactions from USPTO patents (1976-2016). Task: Predict the product of the given reaction. Given the reactants [Si]([O:18][CH2:19][CH2:20][CH2:21][CH:22]1[C:27](=[O:28])[N:26]([CH:29]([CH3:31])[CH3:30])[C:25](=[O:32])[NH:24][C:23]1=[O:33])(C(C)(C)C)(C1C=CC=CC=1)C1C=CC=CC=1.F.C(N(CC)CC)C, predict the reaction product. The product is: [OH:18][CH2:19][CH2:20][CH2:21][CH:22]1[C:27](=[O:28])[N:26]([CH:29]([CH3:30])[CH3:31])[C:25](=[O:32])[NH:24][C:23]1=[O:33].